This data is from Experimentally validated miRNA-target interactions with 360,000+ pairs, plus equal number of negative samples. The task is: Binary Classification. Given a miRNA mature sequence and a target amino acid sequence, predict their likelihood of interaction. (1) The miRNA is hsa-miR-6824-3p with sequence UCUCUGGUCUUGCCACCCCAG. The protein sequence of the target gene is MQSREDVPRSRRLASPRGGRRPKRISKPSVSAFFTGPEELKDTAHSAALLAQLKSFYDARLLCDVTIEVVTPGSGPGTGRLFSCNRNVLAAACPYFKSMFTGGMYESQQASVTMHDVDAESFEVLVDYCYTGRVSLSEANVQRLYAASDMLQLEYVREACASFLARRLDLTNCTAILKFADAFDHHKLRSQAQSYIAHNFKQLSRMGSIREETLADLTLAQLLAVLRLDSLDIESERTVCHVAVQWLEAAAKERGPSAAEVFKCVRWMHFTEEDQDYLEGLLTKPIVKKYCLDVIEGALQ.... Result: 0 (no interaction). (2) The miRNA is hsa-miR-4802-3p with sequence UACAUGGAUGGAAACCUUCAAGC. The protein sequence of the target gene is MDDSKVVGGKVKKPGKRGRKPAKIDLKAKLERSRQSARECRARKKLRYQYLEELVSSRERAICALREELEMYKQWCMAMDQGKIPSEIKALLTGEEQNKSQQNSSRHTKAGKTDANSNSW. Result: 1 (interaction). (3) The miRNA is mmu-miR-5110 with sequence GGAGGAGGUAGAGGGUGGUGGAAUU. The protein sequence of the target gene is MPPKGKSGSGKAGKGGAASGSDSADKKAQGPKGGGNAVKVRHILCEKHGKIMEAMEKLKSGMRFNEVAAQYSEDKARQGGDLGWMTRGSMVGPFQEAAFALPVSGMDKPVFTDPPVKTKFGYHIIMVEGRK. Result: 0 (no interaction). (4) The miRNA is hsa-miR-4531 with sequence AUGGAGAAGGCUUCUGA. The protein sequence of the target gene is MNMVKRIMGRPRQEECSPQDNALGLMHLRRLFTELCHPPRHMTQKEQEEKLYMMLPVFNRVFGNAPPNTMTEKFSDLLQFTTQVSRLMVTEIRRRASNKSTEAASRAIVQFLEINQSEEASRGWMLLTTINLLASSGQKTVDCMTTMSVPSTLVKCLYLFFDLPHVPEAGGGAQNELPLAERRGLLQKAFVQILVKLCSFVSPAEELAQKDDLQLLFSAITSWCPPYNLPWRKSAGEVLMTISRHGLSVNVVKYIHEKECLSTCVQNMQQSDDLSPLEIVEMFAGLSCFLKDSSDVSQTL.... Result: 0 (no interaction). (5) The miRNA is mmu-miR-465a-3p with sequence GAUCAGGGCCUUUCUAAGUAGA. The protein sequence of the target gene is MAAHRKHVFVEKVLQRLFPPVPSGQGKREPQTLAVQNPPKKVTSEKVSQKHAEPLTDTGSETPTARRLYTASGPPEGYVPCWPEPSSCGSPENASSGDDTEDQDPHDQPKRRRIRKHKSKKKFKNPNNVLIEQAELEKQQSLLQEKSQRQHTDGTTISKNKKRKLKKKQQIKRKKAAGLAAKAAGVSFMYQPEDSSNEGEGVGEACEEDGVDTSEEDPTLAGEEDVKDTREEDGADASEEDLTRARQEEGADASEEDPTPAGEEDVKDAREEDGVDTIEEDLTRAGEEDGKDTREEDGAD.... Result: 0 (no interaction). (6) The miRNA is mmu-miR-2183 with sequence UUGAACCCCUGACCUCCU. The protein sequence of the target gene is MAIATSTQLARALYDNTAESPQELSFRRGDVLRVLQREGAGGLDGWCLCSLHGQQGIVPANRVKLLPAGPAPKPSLSPASPAQPGSPYPAPDHSNEDQEVYVVPPPARPCPTSGPPAGPCPPSPDLIYKIPRASGTQLAAPRDALEVYDVPPTALRVPSSGPYDCPASFSHPLTRVAPQPPGEDDAPYDVPLTPKPPAELEPDLEWEGGREPGPPIYAAPSNLKRASALLNLYEAPEELLADGEGGGTDEGIYDVPLLGPEAPPSPEPPGALASHDQDTLAQLLARSPPPPHRPRLPSAE.... Result: 0 (no interaction). (7) The miRNA is hsa-miR-6508-5p with sequence UCUAGAAAUGCAUGACCCACC. The protein sequence of the target gene is MFVARSIAADHKDLIHDVSFDFHGRRMATCSSDQSVKVWDKSESGDWHCTASWKTHSGSVWRVTWAHPEFGQVLASCSFDRTAAVWEEIVGESNDKLRGQSHWVKRTTLVDSRTSVTDVKFAPKHMGLMLATCSADGIVRIYEAPDVMNLSQWSLQHEISCKLSCSCISWNPSSSRAHSPMIAVGSDDSSPNAMAKVQIFEYNENTRKYAKAETLMTVTDPVHDIAFAPNLGRSFHILAIATKDVRIFTLKPVRKELTSSGGPTKFEIHIVAQFDNHNSQVWRVSWNITGTVLASSGDDG.... Result: 1 (interaction). (8) Result: 1 (interaction). The protein sequence of the target gene is MPLKHYLLLLVGCQAWGAGLAYHGCPSECTCSRASQVECTGARIVAVPTPLPWNAMSLQILNTHITELNESPFLNISALIALRIEKNELSRITPGAFRNLGSLRYLSLANNKLQVLPIGLFQGLDSLESLLLSSNQLLQIQPAHFSQCSNLKELQLHGNHLEYIPDGAFDHLVGLTKLNLGKNSLTHISPRVFQHLGNLQVLRLYENRLTDIPMGTFDGLVNLQELALQQNQIGLLSPGLFHNNHNLQRLYLSNNHISQLPPSVFMQLPQLNRLTLFGNSLKELSPGIFGPMPNLRELWL.... The miRNA is hsa-miR-2116-3p with sequence CCUCCCAUGCCAAGAACUCCC.